Dataset: Forward reaction prediction with 1.9M reactions from USPTO patents (1976-2016). Task: Predict the product of the given reaction. (1) Given the reactants [Cl:1][C:2]1[CH:3]=[C:4]([C:9]2[C:21]([CH3:22])=[CH:20][C:12]([C:13]([NH:15][S:16]([CH3:19])(=[O:18])=[O:17])=[O:14])=[C:11]([F:23])[CH:10]=2)[CH:5]=[N:6][C:7]=1F.C([O-])([O-])=O.[Cs+].[Cs+].[F:30][C:31]1[CH:32]=[C:33]([OH:38])[CH:34]=[CH:35][C:36]=1[CH3:37], predict the reaction product. The product is: [Cl:1][C:2]1[CH:3]=[C:4]([C:9]2[C:21]([CH3:22])=[CH:20][C:12]([C:13]([NH:15][S:16]([CH3:19])(=[O:18])=[O:17])=[O:14])=[C:11]([F:23])[CH:10]=2)[CH:5]=[N:6][C:7]=1[O:38][C:33]1[CH:34]=[CH:35][C:36]([CH3:37])=[C:31]([F:30])[CH:32]=1. (2) The product is: [CH3:1][O:2][C:3]1[CH:4]=[CH:5][C:6]([C:9]2[C:14]([CH3:15])=[C:13]([C:16]([F:18])([F:17])[F:19])[N:12]3[N:20]=[CH:21][C:22]([C:23]([N:25]4[CH2:30][CH2:29][NH:28][CH2:27][C@H:26]4[CH3:38])=[O:24])=[C:11]3[N:10]=2)=[CH:7][CH:8]=1. Given the reactants [CH3:1][O:2][C:3]1[CH:8]=[CH:7][C:6]([C:9]2[C:14]([CH3:15])=[C:13]([C:16]([F:19])([F:18])[F:17])[N:12]3[N:20]=[CH:21][C:22]([C:23]([N:25]4[CH2:30][CH2:29][N:28](C(OC(C)(C)C)=O)[CH2:27][C@H:26]4[CH3:38])=[O:24])=[C:11]3[N:10]=2)=[CH:5][CH:4]=1.C(O)(C(F)(F)F)=O, predict the reaction product.